From a dataset of Reaction yield outcomes from USPTO patents with 853,638 reactions. Predict the reaction yield, written as a fraction of the theoretical maximum amount of product (1.0 means a 100% yield; for example, 0.34 means a 34% yield). (1) The reactants are [Li+].CC([N-]C(C)C)C.[CH2:9]([O:11][C:12](=[O:21])[CH:13]([C:15]1[CH:20]=[CH:19][CH:18]=[CH:17][CH:16]=1)[CH3:14])[CH3:10].[Br:22][CH2:23][CH2:24][CH2:25][CH2:26]Br.[NH4+].[Cl-]. The catalyst is C1COCC1.CN1C(=O)N(C)CCC1. The product is [Br:22][CH2:23][CH2:24][CH2:25][CH2:26][C:13]([CH3:14])([C:15]1[CH:20]=[CH:19][CH:18]=[CH:17][CH:16]=1)[C:12]([O:11][CH2:9][CH3:10])=[O:21]. The yield is 0.990. (2) The reactants are [CH3:1][O:2][C:3]([C:5]1[CH:13]=[CH:12][C:8]([C:9]([OH:11])=O)=[C:7]([N+:14]([O-:16])=[O:15])[CH:6]=1)=[O:4].S(Cl)(Cl)=O.[F:21][C:22]1[CH:23]=[C:24]([CH:36]=[C:37]([F:39])[CH:38]=1)[CH2:25][C:26]1[CH:27]=[C:28]2[C:32](=[CH:33][CH:34]=1)[NH:31][N:30]=[C:29]2[NH2:35]. The catalyst is C1COCC1.N1C=CC=CC=1. The product is [F:21][C:22]1[CH:23]=[C:24]([CH:36]=[C:37]([F:39])[CH:38]=1)[CH2:25][C:26]1[CH:27]=[C:28]2[C:32](=[CH:33][CH:34]=1)[NH:31][N:30]=[C:29]2[NH:35][C:9]([C:8]1[CH:12]=[CH:13][C:5]([C:3]([O:2][CH3:1])=[O:4])=[CH:6][C:7]=1[N+:14]([O-:16])=[O:15])=[O:11]. The yield is 0.650. (3) The reactants are C(OC([NH:8][C@H:9]([C:11]([NH:13][CH:14]1[N:20]=[C:19]([C:21]2[CH:26]=[CH:25][CH:24]=[CH:23][CH:22]=2)[C:18]2[CH:27]=[CH:28][CH:29]=[CH:30][C:17]=2[N:16]([CH2:31][C:32](=[O:39])[C:33]2[CH:38]=[CH:37][CH:36]=[CH:35][CH:34]=2)[C:15]1=[O:40])=[O:12])[CH3:10])=O)(C)(C)C.C(O)(C(F)(F)F)=O.C(Cl)Cl. No catalyst specified. The product is [NH2:8][C@H:9]([C:11]([NH:13][CH:14]1[N:20]=[C:19]([C:21]2[CH:26]=[CH:25][CH:24]=[CH:23][CH:22]=2)[C:18]2[CH:27]=[CH:28][CH:29]=[CH:30][C:17]=2[N:16]([CH2:31][C:32](=[O:39])[C:33]2[CH:38]=[CH:37][CH:36]=[CH:35][CH:34]=2)[C:15]1=[O:40])=[O:12])[CH3:10]. The yield is 0.940. (4) The reactants are [F:1][C:2]1[C:3]([CH3:25])=[C:4]([C:8]2([C:21]([O:23][CH3:24])=[O:22])[CH2:12][CH2:11][C:10](OS(C(F)(F)F)(=O)=O)=[CH:9]2)[CH:5]=[CH:6][CH:7]=1.Br[C:27]1[CH:32]=[N:31][CH:30]=[CH:29][N:28]=1. No catalyst specified. The product is [F:1][C:2]1[C:3]([CH3:25])=[C:4]([C:8]2([C:21]([O:23][CH3:24])=[O:22])[CH2:12][CH2:11][C:10]([C:27]3[CH:32]=[N:31][CH:30]=[CH:29][N:28]=3)=[CH:9]2)[CH:5]=[CH:6][CH:7]=1. The yield is 0.720. (5) The reactants are Br[C:2]1[CH:7]=[CH:6][C:5]([S:8][CH3:9])=[CH:4][CH:3]=1.[CH2:10]([NH2:17])[C:11]1[CH:16]=[CH:15][CH:14]=[CH:13][CH:12]=1. No catalyst specified. The product is [CH2:10]([NH:17][C:2]1[CH:7]=[CH:6][C:5]([S:8][CH3:9])=[CH:4][CH:3]=1)[C:11]1[CH:16]=[CH:15][CH:14]=[CH:13][CH:12]=1. The yield is 0.880. (6) The reactants are [Cl:1][C:2]1[N:7]=[C:6]2[S:8][C:9]([N:11]=[C:12](SC)SC)=[N:10][C:5]2=[CH:4][CH:3]=1.Cl.Cl.[NH2:19][CH2:20][C@@:21]1([OH:29])[CH:26]2[CH2:27][CH2:28][N:23]([CH2:24][CH2:25]2)[CH2:22]1.C(=O)([O-])[O-].[Cs+].[Cs+].O. The catalyst is CN(C=O)C. The product is [Cl:1][C:2]1[N:7]=[C:6]2[S:8][C:9]([NH:11][C:12]3[O:29][C@:21]4([CH2:20][N:19]=3)[CH:26]3[CH2:27][CH2:28][N:23]([CH2:24][CH2:25]3)[CH2:22]4)=[N:10][C:5]2=[CH:4][CH:3]=1. The yield is 0.510.